This data is from Full USPTO retrosynthesis dataset with 1.9M reactions from patents (1976-2016). The task is: Predict the reactants needed to synthesize the given product. (1) Given the product [CH2:1]([NH:8][C:9]([N:10]1[CH:11]([CH3:50])[CH2:12][C:13](=[O:14])[N:15]2[CH:16]([CH2:17][C:18]3[CH:19]=[CH:20][C:21]([OH:24])=[CH:22][CH:23]=3)[C:29](=[O:49])[N:30]([CH2:31][C:32]3[CH:33]=[CH:34][CH:35]=[C:36]4[C:40]=3[NH:39][N:38]=[CH:37]4)[CH2:41][CH:42]12)=[O:51])[C:2]1[CH:7]=[CH:6][CH:5]=[CH:4][CH:3]=1, predict the reactants needed to synthesize it. The reactants are: [CH2:1]([NH:8][C:9](=[O:51])[NH:10][CH:11]([CH3:50])[CH2:12][C:13]([NH:15][CH:16]([C:29](=[O:49])[N:30]([CH2:41][CH:42](OCC)OCC)[CH2:31][C:32]1[CH:33]=[CH:34][CH:35]=[C:36]2[C:40]=1[NH:39][N:38]=[CH:37]2)[CH2:17][C:18]1[CH:23]=[CH:22][C:21]([O:24]C(C)(C)C)=[CH:20][CH:19]=1)=[O:14])[C:2]1[CH:7]=[CH:6][CH:5]=[CH:4][CH:3]=1. (2) Given the product [N:11]1[CH:16]=[CH:15][CH:14]=[CH:13][C:12]=1[C:17]1[CH:21]=[C:20]([CH:22]=[O:23])[O:19][N:18]=1, predict the reactants needed to synthesize it. The reactants are: N1C=CC=CC=1.S(=O)(=O)=O.[N:11]1[CH:16]=[CH:15][CH:14]=[CH:13][C:12]=1[C:17]1[CH:21]=[C:20]([CH2:22][OH:23])[O:19][N:18]=1.C(N(CC)CC)C. (3) Given the product [CH3:6][C:5]([O:4][C@@H:1]1[C:23]2[CH:24]=[CH:25][CH:26]=[CH:11][C:12]=2[N:13]([C:20]([NH2:22])=[O:21])[C:14]2[CH:15]=[CH:16][CH:17]=[CH:18][C:19]=2[CH2:2]1)=[O:7], predict the reactants needed to synthesize it. The reactants are: [C:1]([O:4][C:5](=[O:7])[CH3:6])(=O)[CH3:2].O[C@@H]1[C:15]2[CH:16]=[CH:17][CH:18]=[CH:19][C:14]=2[N:13]([C:20]([NH2:22])=[O:21])[C:12]2[CH:23]=[CH:24][CH:25]=[CH:26][C:11]=2C1.CC(C)=O. (4) Given the product [Br:1][C:2]1[CH:7]=[N:6][CH:5]=[C:4]([O:8][CH2:11][CH2:10][Br:9])[CH:3]=1, predict the reactants needed to synthesize it. The reactants are: [Br:1][C:2]1[CH:3]=[C:4]([OH:8])[CH:5]=[N:6][CH:7]=1.[Br:9][CH2:10][CH2:11]Br.C([O-])([O-])=O.[K+].[K+].CN(C=O)C. (5) The reactants are: [Cl:1][C:2]1[CH:3]=[C:4]([Mg]Br)[CH:5]=[CH:6][C:7]=1[F:8].[Si:11]([O:18][CH2:19][C:20](N(OC)C)=[O:21])([C:14]([CH3:17])([CH3:16])[CH3:15])([CH3:13])[CH3:12]. Given the product [Si:11]([O:18][CH2:19][C:20]([C:4]1[CH:5]=[CH:6][C:7]([F:8])=[C:2]([Cl:1])[CH:3]=1)=[O:21])([C:14]([CH3:17])([CH3:16])[CH3:15])([CH3:13])[CH3:12], predict the reactants needed to synthesize it. (6) The reactants are: [CH2:1]([CH:3]([CH2:7][CH2:8][CH2:9][CH3:10])[C:4]([O-:15])=[O:5])[CH3:2].C(C(CCCC)C([O-])=[O:15])C.[CH2:1]([CH:3]([CH2:7][CH2:8][CH2:9][CH3:10])[C:4]([O-])=[O:5])[CH3:2].C([Sn+3])CCC.[Sn]. Given the product [CH2:1]1[CH:3]([CH2:4][OH:5])[CH2:7][CH2:8][CH:9]([CH2:10][OH:15])[CH2:2]1, predict the reactants needed to synthesize it. (7) Given the product [CH3:5][C:6]1([CH3:23])[NH:7][C:14](=[O:38])[C:13]2[S:12][C:11]([N:7]3[C:6]4[CH:23]=[C:2]([C:26]5[NH:25][N:24]=[CH:28][CH:27]=5)[CH:3]=[CH:4][C:5]=4[O:10][CH2:9][CH2:8]3)=[N:19][C:18]=2[CH2:17]1, predict the reactants needed to synthesize it. The reactants are: Br[C:2]1[CH:3]=[CH:4][C:5]2[O:10][CH2:9][CH2:8][N:7]([C:11]3[S:12][C:13]4[CH2:14]C(C)(C)N[C:17](=O)[C:18]=4[N:19]=3)[C:6]=2[CH:23]=1.[NH:24]1[CH:28]=[CH:27][C:26](B(O)O)=[N:25]1.C([O-])([O-])=O.[Na+].[Na+].[OH2:38]. (8) Given the product [CH2:1]1[C:10]2[C:5](=[CH:6][CH:7]=[CH:8][CH:9]=2)[CH2:4][CH2:3][N:2]1[S:11]([C:14]1[CH:15]=[C:16]2[C:20](=[CH:21][CH:22]=1)[NH:19][C:18](=[O:23])[C:17]2=[CH:34][C:33]1[NH:32][CH:31]=[C:30]2[C:25](=[O:24])[O:26][CH2:27][CH2:28][C:29]=12)(=[O:13])=[O:12], predict the reactants needed to synthesize it. The reactants are: [CH2:1]1[C:10]2[C:5](=[CH:6][CH:7]=[CH:8][CH:9]=2)[CH2:4][CH2:3][N:2]1[S:11]([C:14]1[CH:15]=[C:16]2[C:20](=[CH:21][CH:22]=1)[NH:19][C:18](=[O:23])[CH2:17]2)(=[O:13])=[O:12].[O:24]=[C:25]1[C:30]2=[CH:31][NH:32][C:33]([CH:34]=O)=[C:29]2[CH2:28][CH2:27][O:26]1. (9) Given the product [CH2:7]([N:4]1[CH2:5][CH2:6][CH:2]([NH:1][C:16]([O:17][CH2:18][C:19]2[CH:24]=[CH:23][CH:22]=[CH:21][CH:20]=2)=[O:25])[CH2:3]1)[C:8]1[CH:13]=[CH:12][CH:11]=[CH:10][CH:9]=1, predict the reactants needed to synthesize it. The reactants are: [NH2:1][CH:2]1[CH2:6][CH2:5][N:4]([CH2:7][C:8]2[CH:13]=[CH:12][CH:11]=[CH:10][CH:9]=2)[CH2:3]1.[OH-].[Na+].[C:16](Cl)(=[O:25])[O:17][CH2:18][C:19]1[CH:24]=[CH:23][CH:22]=[CH:21][CH:20]=1. (10) Given the product [CH3:22][C:18]1[CH:19]=[CH:20][N:21]2[CH:2]=[CH:3][N:12]=[C:13]2[C:14]=1[C:15]([OH:17])=[O:16], predict the reactants needed to synthesize it. The reactants are: N[C:2]1N=C(C(O)=O)C(C)=C[CH:3]=1.[NH2:12][C:13]1[N:21]=[CH:20][CH:19]=[C:18]([CH3:22])[C:14]=1[C:15]([OH:17])=[O:16].